This data is from NCI-60 drug combinations with 297,098 pairs across 59 cell lines. The task is: Regression. Given two drug SMILES strings and cell line genomic features, predict the synergy score measuring deviation from expected non-interaction effect. (1) Drug 1: CC1=C(N=C(N=C1N)C(CC(=O)N)NCC(C(=O)N)N)C(=O)NC(C(C2=CN=CN2)OC3C(C(C(C(O3)CO)O)O)OC4C(C(C(C(O4)CO)O)OC(=O)N)O)C(=O)NC(C)C(C(C)C(=O)NC(C(C)O)C(=O)NCCC5=NC(=CS5)C6=NC(=CS6)C(=O)NCCC[S+](C)C)O. Drug 2: C#CCC(CC1=CN=C2C(=N1)C(=NC(=N2)N)N)C3=CC=C(C=C3)C(=O)NC(CCC(=O)O)C(=O)O. Cell line: NCIH23. Synergy scores: CSS=30.7, Synergy_ZIP=5.16, Synergy_Bliss=5.60, Synergy_Loewe=3.34, Synergy_HSA=3.38. (2) Synergy scores: CSS=22.2, Synergy_ZIP=-6.70, Synergy_Bliss=0.668, Synergy_Loewe=0.688, Synergy_HSA=0.770. Cell line: A498. Drug 1: CC(CN1CC(=O)NC(=O)C1)N2CC(=O)NC(=O)C2. Drug 2: C1C(C(OC1N2C=NC(=NC2=O)N)CO)O. (3) Drug 1: CN1C(=O)N2C=NC(=C2N=N1)C(=O)N. Drug 2: CC1=C2C(C(=O)C3(C(CC4C(C3C(C(C2(C)C)(CC1OC(=O)C(C(C5=CC=CC=C5)NC(=O)C6=CC=CC=C6)O)O)OC(=O)C7=CC=CC=C7)(CO4)OC(=O)C)O)C)OC(=O)C. Cell line: SK-OV-3. Synergy scores: CSS=1.54, Synergy_ZIP=-4.49, Synergy_Bliss=-2.69, Synergy_Loewe=-21.7, Synergy_HSA=-2.79. (4) Drug 1: C1=C(C(=O)NC(=O)N1)N(CCCl)CCCl. Drug 2: C1CN1P(=S)(N2CC2)N3CC3. Cell line: T-47D. Synergy scores: CSS=2.42, Synergy_ZIP=-9.81, Synergy_Bliss=-17.5, Synergy_Loewe=-22.3, Synergy_HSA=-15.9. (5) Drug 1: C1CCN(CC1)CCOC2=CC=C(C=C2)C(=O)C3=C(SC4=C3C=CC(=C4)O)C5=CC=C(C=C5)O. Drug 2: CCC1(CC2CC(C3=C(CCN(C2)C1)C4=CC=CC=C4N3)(C5=C(C=C6C(=C5)C78CCN9C7C(C=CC9)(C(C(C8N6C)(C(=O)OC)O)OC(=O)C)CC)OC)C(=O)OC)O.OS(=O)(=O)O. Cell line: SNB-75. Synergy scores: CSS=17.0, Synergy_ZIP=-3.98, Synergy_Bliss=0.0684, Synergy_Loewe=1.59, Synergy_HSA=1.65. (6) Drug 1: COC1=CC(=CC(=C1O)OC)C2C3C(COC3=O)C(C4=CC5=C(C=C24)OCO5)OC6C(C(C7C(O6)COC(O7)C8=CC=CS8)O)O. Drug 2: C1CC(=O)NC(=O)C1N2C(=O)C3=CC=CC=C3C2=O. Cell line: UO-31. Synergy scores: CSS=12.7, Synergy_ZIP=-3.08, Synergy_Bliss=2.28, Synergy_Loewe=-7.28, Synergy_HSA=0.843.